This data is from Reaction yield outcomes from USPTO patents with 853,638 reactions. The task is: Predict the reaction yield, written as a fraction of the theoretical maximum amount of product (1.0 means a 100% yield; for example, 0.34 means a 34% yield). The reactants are [C:1]([O:5][C:6](=[O:33])[N:7]([CH2:9][C:10]1[CH:14]=[C:13]([C:15]2[CH:20]=[CH:19][CH:18]=[C:17]([CH:21]=O)[C:16]=2[F:23])[N:12]([S:24]([C:27]2[CH:28]=[N:29][CH:30]=[CH:31][CH:32]=2)(=[O:26])=[O:25])[CH:11]=1)[CH3:8])([CH3:4])([CH3:3])[CH3:2].Cl.[NH2:35][OH:36].C([O-])(=O)C.[Na+].C(=O)([O-])O.[Na+]. The catalyst is CC(O)C. The product is [C:1]([O:5][C:6](=[O:33])[N:7]([CH2:9][C:10]1[CH:14]=[C:13]([C:15]2[CH:20]=[CH:19][CH:18]=[C:17]([CH:21]=[N:35][OH:36])[C:16]=2[F:23])[N:12]([S:24]([C:27]2[CH:28]=[N:29][CH:30]=[CH:31][CH:32]=2)(=[O:26])=[O:25])[CH:11]=1)[CH3:8])([CH3:3])([CH3:2])[CH3:4]. The yield is 0.800.